Dataset: Full USPTO retrosynthesis dataset with 1.9M reactions from patents (1976-2016). Task: Predict the reactants needed to synthesize the given product. (1) Given the product [OH:1][CH:2]1[CH2:3][CH2:4][CH:5]([NH:8][C:9](=[O:19])/[CH:10]=[CH:31]/[C:30]2[CH:33]=[CH:34][CH:35]=[CH:36][C:29]=2[S:28][C:25]2[CH:26]=[CH:27][C:22]([O:21][CH3:20])=[CH:23][CH:24]=2)[CH2:6][CH2:7]1, predict the reactants needed to synthesize it. The reactants are: [OH:1][CH:2]1[CH2:7][CH2:6][CH:5]([NH:8][C:9](=[O:19])[CH2:10]P(=O)(OCC)OCC)[CH2:4][CH2:3]1.[CH3:20][O:21][C:22]1[CH:27]=[CH:26][C:25]([S:28][C:29]2[CH:36]=[CH:35][CH:34]=[CH:33][C:30]=2[CH:31]=O)=[CH:24][CH:23]=1. (2) The reactants are: [N:1]1([CH2:6][CH2:7][CH2:8][O:9][C:10]2[CH:18]=[CH:17][C:16]3[N:15]4[CH2:19][CH2:20][CH2:21][NH:22][C:23](=[O:24])[C:14]4=[CH:13][C:12]=3[CH:11]=2)[CH2:5][CH2:4][CH2:3][CH2:2]1.Br[CH2:26][CH:27]1[CH2:29][CH2:28]1.[H-].[Na+]. Given the product [CH:27]1([CH2:26][N:22]2[CH2:21][CH2:20][CH2:19][N:15]3[C:16]4[CH:17]=[CH:18][C:10]([O:9][CH2:8][CH2:7][CH2:6][N:1]5[CH2:5][CH2:4][CH2:3][CH2:2]5)=[CH:11][C:12]=4[CH:13]=[C:14]3[C:23]2=[O:24])[CH2:29][CH2:28]1, predict the reactants needed to synthesize it. (3) Given the product [Br:26][C:27]1[N:32]2[CH:33]=[CH:34][N:35]=[C:31]2[C:30]([NH:25][C:22]2[CH:21]=[CH:20][C:19]([CH:16]3[CH2:15][CH2:14][N:13]([CH:10]([CH3:12])[CH3:11])[CH2:18][CH2:17]3)=[CH:24][CH:23]=2)=[N:29][CH:28]=1, predict the reactants needed to synthesize it. The reactants are: C(N(CC)C(C)C)(C)C.[CH:10]([N:13]1[CH2:18][CH2:17][CH:16]([C:19]2[CH:24]=[CH:23][C:22]([NH2:25])=[CH:21][CH:20]=2)[CH2:15][CH2:14]1)([CH3:12])[CH3:11].[Br:26][C:27]1[N:32]2[CH:33]=[CH:34][N:35]=[C:31]2[C:30](Br)=[N:29][CH:28]=1. (4) Given the product [CH3:12][CH:11]([C:3]1[CH:4]=[CH:5][CH:6]=[CH:7][C:2]=1[NH2:1])[CH2:10][CH:9]([CH3:13])[CH3:8], predict the reactants needed to synthesize it. The reactants are: [NH2:1][C:2]1[CH:7]=[CH:6][CH:5]=[CH:4][CH:3]=1.[CH3:8][CH:9]([CH3:13])[CH2:10][CH:11]=[CH2:12].[OH-].[Na+]. (5) Given the product [F:14][C:13]([F:16])([F:15])[O:12][C:5]1[CH:4]=[CH:3][C:2]([N:31]2[CH2:32][CH2:33][N:28]([CH3:27])[CH2:29][CH2:30]2)=[CH:7][C:6]=1[NH:8][C:9](=[O:11])[CH3:10], predict the reactants needed to synthesize it. The reactants are: Br[C:2]1[CH:3]=[CH:4][C:5]([O:12][C:13]([F:16])([F:15])[F:14])=[C:6]([NH:8][C:9](=[O:11])[CH3:10])[CH:7]=1.C[Si]([N-][Si](C)(C)C)(C)C.[Li+].[CH3:27][N:28]1[CH2:33][CH2:32][NH:31][CH2:30][CH2:29]1. (6) Given the product [F:44][C:37]1[CH:38]=[C:39]([O:4][CH3:1])[CH:40]=[C:41]([F:42])[C:36]=1[CH2:35][N:32]1[C:31]2[CH:45]=[CH:46][CH:47]=[CH:48][C:30]=2[S:29](=[O:49])(=[O:50])[N:28]([C:12]2[CH:9]=[CH:8][N:53]=[C:14]([O:16][CH3:17])[CH:13]=2)[C:33]1=[O:34], predict the reactants needed to synthesize it. The reactants are: [C:1]([O-:4])([O-])=O.[K+].[K+].F[C:8]1C=[C:14]([O:16][CH3:17])[CH:13]=[C:12](F)[C:9]=1CBr.COC1C(C)=CC([N:28]2[C:33](=[O:34])[N:32]([CH2:35][C:36]3[C:41]([F:42])=[CH:40][C:39](F)=[CH:38][C:37]=3[F:44])[C:31]3[CH:45]=[CH:46][CH:47]=[CH:48][C:30]=3[S:29]2(=[O:50])=[O:49])=CC=1C.C[N:53](C=O)C. (7) Given the product [CH2:10]([O:12][C:13]([C:15]1([NH:20][C:21]([CH:23]2[CH2:27][CH:26]([OH:28])[CH2:25][CH:24]2[C:29](=[O:31])[N:57]([CH2:58][CH2:59][CH2:60][CH2:61][CH:62]=[CH2:63])[CH3:56])=[O:22])[CH2:17][CH:16]1[CH:18]=[CH2:19])=[O:14])[CH3:11], predict the reactants needed to synthesize it. The reactants are: C(N(C(C)C)CC)(C)C.[CH2:10]([O:12][C:13]([C:15]1([NH:20][C:21]([CH:23]2[CH2:27][CH:26]([OH:28])[CH2:25][CH:24]2[C:29]([OH:31])=O)=[O:22])[CH2:17][CH:16]1[CH:18]=[CH2:19])=[O:14])[CH3:11].CN(C(ON1N=NC2C=CC=NC1=2)=[N+](C)C)C.F[P-](F)(F)(F)(F)F.[CH3:56][NH:57][CH2:58][CH2:59][CH2:60][CH2:61][CH:62]=[CH2:63].CCN(C(C)C)C(C)C.